From a dataset of Choline transporter screen with 302,306 compounds. Binary Classification. Given a drug SMILES string, predict its activity (active/inactive) in a high-throughput screening assay against a specified biological target. (1) The molecule is S(=O)(=O)(CC(=O)NCc1occc1)c1ccccc1. The result is 0 (inactive). (2) The drug is n1c(c(nnc1c1ncccc1)c1ncccc1)c1ncccc1. The result is 0 (inactive). (3) The drug is S\1C(=O)N(CC(=O)N2CCc3c(C2)cccc3)C(=O)C1=C\c1cc(OCC)c(OCC(O)=O)cc1. The result is 0 (inactive).